This data is from Forward reaction prediction with 1.9M reactions from USPTO patents (1976-2016). The task is: Predict the product of the given reaction. (1) The product is: [Br:1][C:2]1[CH:7]=[C:6]([N+:8]([O-:10])=[O:9])[CH:5]=[C:4]([O:15][CH3:14])[CH:3]=1. Given the reactants [Br:1][C:2]1[CH:7]=[C:6]([N+:8]([O-:10])=[O:9])[CH:5]=[C:4]([N+]([O-])=O)[CH:3]=1.[CH3:14][O-:15].[Na+], predict the reaction product. (2) Given the reactants [F:1][C:2]([F:29])([CH2:25][CH2:26][CH2:27]O)[C:3]([F:24])([F:23])[C:4]([F:22])([F:21])[C:5]([F:20])([F:19])[C:6]([F:18])([F:17])[C:7]([F:16])([F:15])[C:8]([F:14])([F:13])[C:9]([F:12])([F:11])[F:10].C(Br)(Br)(Br)[Br:31].FO.CCCCCC, predict the reaction product. The product is: [F:1][C:2]([F:29])([CH2:25][CH2:26][CH2:27][Br:31])[C:3]([F:24])([F:23])[C:4]([F:22])([F:21])[C:5]([F:20])([F:19])[C:6]([F:18])([F:17])[C:7]([F:16])([F:15])[C:8]([F:14])([F:13])[C:9]([F:12])([F:11])[F:10]. (3) Given the reactants [C:1]1([NH:7][C:8]2[C:12]([C:13]([NH2:15])=[O:14])=[CH:11][NH:10][N:9]=2)[CH:6]=[CH:5][CH:4]=[CH:3][CH:2]=1.[C:16]([CH:18]=[C:19]1[CH2:24][CH2:23][N:22]([C:25]([O:27][C:28]([CH3:31])([CH3:30])[CH3:29])=[O:26])[CH2:21][CH2:20]1)#[N:17].C1CCN2C(=NCCC2)CC1, predict the reaction product. The product is: [C:13]([C:12]1[C:8]([NH:7][C:1]2[CH:2]=[CH:3][CH:4]=[CH:5][CH:6]=2)=[N:9][N:10]([C:19]2([CH2:18][C:16]#[N:17])[CH2:20][CH2:21][N:22]([C:25]([O:27][C:28]([CH3:29])([CH3:30])[CH3:31])=[O:26])[CH2:23][CH2:24]2)[CH:11]=1)(=[O:14])[NH2:15].